The task is: Predict the reaction yield, written as a fraction of the theoretical maximum amount of product (1.0 means a 100% yield; for example, 0.34 means a 34% yield).. This data is from Reaction yield outcomes from USPTO patents with 853,638 reactions. (1) The reactants are Br[C:2]1[C:10]2[C:9]([NH2:11])=[N:8][CH:7]=[N:6][C:5]=2[N:4]([CH:12]([CH3:14])[CH3:13])[CH:3]=1.CC1(C)C(C)(C)OB([C:23]2[CH:24]=[C:25]3[C:29](=[CH:30][CH:31]=2)[N:28]([C:32](=[O:44])[CH2:33][C:34]2[CH:39]=[CH:38][CH:37]=[C:36]([C:40]([F:43])([F:42])[F:41])[CH:35]=2)[CH2:27][CH2:26]3)O1.O1CCOCC1.C([O-])(O)=O.[Na+]. The catalyst is O.C1C=CC([P]([Pd]([P](C2C=CC=CC=2)(C2C=CC=CC=2)C2C=CC=CC=2)([P](C2C=CC=CC=2)(C2C=CC=CC=2)C2C=CC=CC=2)[P](C2C=CC=CC=2)(C2C=CC=CC=2)C2C=CC=CC=2)(C2C=CC=CC=2)C2C=CC=CC=2)=CC=1. The product is [CH3:13][CH:12]([N:4]1[C:5]2[N:6]=[CH:7][N:8]=[C:9]([NH2:11])[C:10]=2[C:2]([C:23]2[CH:24]=[C:25]3[C:29](=[CH:30][CH:31]=2)[N:28]([C:32](=[O:44])[CH2:33][C:34]2[CH:39]=[CH:38][CH:37]=[C:36]([C:40]([F:43])([F:41])[F:42])[CH:35]=2)[CH2:27][CH2:26]3)=[CH:3]1)[CH3:14]. The yield is 0.471. (2) The reactants are C([NH:4][C:5]1[C:10]([Cl:11])=[C:9]([C:12]([O:14][CH3:15])=[O:13])[N:8]=[C:7]([C:16]2[C:17]([Cl:23])=[N:18][C:19]([Cl:22])=[CH:20][CH:21]=2)[CH:6]=1)(=O)C.C(Cl)(=O)C. The catalyst is CO. The product is [NH2:4][C:5]1[C:10]([Cl:11])=[C:9]([C:12]([O:14][CH3:15])=[O:13])[N:8]=[C:7]([C:16]2[C:17]([Cl:23])=[N:18][C:19]([Cl:22])=[CH:20][CH:21]=2)[CH:6]=1. The yield is 0.930. (3) The catalyst is O1CCOCC1.C1C=CC(/C=C/C(/C=C/C2C=CC=CC=2)=O)=CC=1.C1C=CC(/C=C/C(/C=C/C2C=CC=CC=2)=O)=CC=1.C1C=CC(/C=C/C(/C=C/C2C=CC=CC=2)=O)=CC=1.[Pd].[Pd].O. The reactants are P([O-])([O-])([O-])=O.[K+].[K+].[K+].Cl[C:10]1[CH:11]=[CH:12][C:13]2[N:19]3[CH2:20][C@H:16]([CH2:17][CH2:18]3)[N:15]([C:21]([NH:23][C:24]3[CH:29]=[N:28][CH:27]=[CH:26][N:25]=3)=[O:22])[C:14]=2[N:30]=1.[CH:31]([C:34]1[CH:39]=[C:38](B(O)O)[CH:37]=[CH:36][N:35]=1)([CH3:33])[CH3:32].CC(C1C=C(C(C)C)C(C2C=CC=CC=2P(C2CCCCC2)C2CCCCC2)=C(C(C)C)C=1)C. The product is [CH:31]([C:34]1[CH:39]=[C:38]([C:10]2[CH:11]=[CH:12][C:13]3[N:19]4[CH2:20][C@H:16]([CH2:17][CH2:18]4)[N:15]([C:21]([NH:23][C:24]4[CH:29]=[N:28][CH:27]=[CH:26][N:25]=4)=[O:22])[C:14]=3[N:30]=2)[CH:37]=[CH:36][N:35]=1)([CH3:33])[CH3:32]. The yield is 0.502. (4) The reactants are [Br:1][C:2]1[CH:3]=[C:4]([N+:9]([O-:11])=[O:10])[C:5](=O)[NH:6][CH:7]=1.P(Cl)(Cl)([Cl:14])=O. The catalyst is CN(C)C=O. The product is [Br:1][C:2]1[CH:3]=[C:4]([N+:9]([O-:11])=[O:10])[C:5]([Cl:14])=[N:6][CH:7]=1. The yield is 0.890. (5) The reactants are [C:1]([O:5][C:6]([N:8]1[CH2:13][CH:12]=[CH:11][C:10](=[O:14])[CH2:9]1)=[O:7])([CH3:4])([CH3:3])[CH3:2].[CH3:15][C:16]1[NH:17][C:18]2[C:23]([CH:24]=1)=[CH:22][CH:21]=[CH:20][CH:19]=2.II. The catalyst is ClCCl. The product is [C:1]([O:5][C:6]([N:8]1[CH2:9][C:10](=[O:14])[CH2:11][CH:12]([C:24]2[C:23]3[C:18](=[CH:19][CH:20]=[CH:21][CH:22]=3)[NH:17][C:16]=2[CH3:15])[CH2:13]1)=[O:7])([CH3:4])([CH3:2])[CH3:3]. The yield is 0.740. (6) The product is [Cl:1][C:2]1[CH:10]=[C:6]([CH2:7][OH:8])[CH:5]=[N:4][C:3]=1[Cl:11]. The reactants are [Cl:1][C:2]1[C:3]([Cl:11])=[N:4][CH:5]=[C:6]([CH:10]=1)[C:7](O)=[O:8].C(=O)([O-])[O-].[K+].[K+]. The yield is 0.610. The catalyst is O1CCCC1. (7) The reactants are [F:1][C:2]1[CH:3]=[C:4]2[C:8](=[CH:9][CH:10]=1)[NH:7][CH:6]=[C:5]2[CH:11]=[O:12].[H-].[Na+].[CH3:15][O:16][C:17]1[CH:22]=[CH:21][C:20]([S:23](Cl)(=[O:25])=[O:24])=[CH:19][C:18]=1[N:27]1[CH2:32][CH2:31][N:30]([C:33](=[O:38])[C:34]([Cl:37])([Cl:36])[Cl:35])[CH2:29][CH2:28]1. The catalyst is C1COCC1. The product is [F:1][C:2]1[CH:3]=[C:4]2[C:8](=[CH:9][CH:10]=1)[N:7]([S:23]([C:20]1[CH:21]=[CH:22][C:17]([O:16][CH3:15])=[C:18]([N:27]3[CH2:32][CH2:31][N:30]([C:33](=[O:38])[C:34]([Cl:37])([Cl:35])[Cl:36])[CH2:29][CH2:28]3)[CH:19]=1)(=[O:25])=[O:24])[CH:6]=[C:5]2[CH:11]=[O:12]. The yield is 0.490.